From a dataset of Peptide-MHC class II binding affinity with 134,281 pairs from IEDB. Regression. Given a peptide amino acid sequence and an MHC pseudo amino acid sequence, predict their binding affinity value. This is MHC class II binding data. (1) The peptide sequence is PCRAGFETNVSHNVQ. The MHC is HLA-DPA10103-DPB10401 with pseudo-sequence HLA-DPA10103-DPB10401. The binding affinity (normalized) is 0.220. (2) The peptide sequence is DDRFATALTALNDMG. The MHC is DRB1_0401 with pseudo-sequence DRB1_0401. The binding affinity (normalized) is 0.654. (3) The peptide sequence is AFKVAAAAANAAPAN. The MHC is HLA-DPA10201-DPB11401 with pseudo-sequence HLA-DPA10201-DPB11401. The binding affinity (normalized) is 0.765. (4) The peptide sequence is LIDDVIAILPVDELY. The MHC is HLA-DQA10101-DQB10501 with pseudo-sequence HLA-DQA10101-DQB10501. The binding affinity (normalized) is 0.404. (5) The binding affinity (normalized) is 0.367. The MHC is DRB1_0404 with pseudo-sequence DRB1_0404. The peptide sequence is LPIGTRSVETDKGPL. (6) The peptide sequence is HMQDKTMVKKWRDVP. The MHC is DRB1_0301 with pseudo-sequence DRB1_0301. The binding affinity (normalized) is 0.401. (7) The peptide sequence is PAVKYIEPDMIVNAT. The MHC is HLA-DPA10103-DPB10201 with pseudo-sequence HLA-DPA10103-DPB10201. The binding affinity (normalized) is 0.184.